Dataset: Reaction yield outcomes from USPTO patents with 853,638 reactions. Task: Predict the reaction yield, written as a fraction of the theoretical maximum amount of product (1.0 means a 100% yield; for example, 0.34 means a 34% yield). (1) The reactants are [OH:1][N:2]1[C:7]([CH3:9])([CH3:8])[CH2:6][CH2:5][CH2:4][C:3]1([CH3:11])[CH3:10].N(OC(C)(C)C)=O.N[C:20]1[CH:25]=[CH:24][C:23]([C:26]2[CH:58]=[CH:57][C:29]3=[N:30][N:31]([C:33]4[CH:38]=[C:37]([C:39]([CH2:42][C:43]([CH3:46])([CH3:45])[CH3:44])([CH3:41])[CH3:40])[CH:36]=[C:35]([C:47]([C:50]5[CH:55]=[CH:54][CH:53]=[CH:52][CH:51]=5)([CH3:49])[CH3:48])[C:34]=4[OH:56])[N:32]=[C:28]3[CH:27]=2)=[CH:22][CH:21]=1. The catalyst is N1C=CC=CC=1. The product is [CH3:10][C:3]1([CH3:11])[CH2:4][CH2:5][CH2:6][C:7]([CH3:9])([CH3:8])[N:2]1[O:1][C:20]1[CH:21]=[CH:22][C:23]([C:26]2[CH:58]=[CH:57][C:29]3=[N:30][N:31]([C:33]4[CH:38]=[C:37]([C:39]([CH2:42][C:43]([CH3:44])([CH3:45])[CH3:46])([CH3:41])[CH3:40])[CH:36]=[C:35]([C:47]([C:50]5[CH:51]=[CH:52][CH:53]=[CH:54][CH:55]=5)([CH3:48])[CH3:49])[C:34]=4[OH:56])[N:32]=[C:28]3[CH:27]=2)=[CH:24][CH:25]=1. The yield is 0.873. (2) The reactants are [Cl:1][C:2]1[CH:3]=[C:4]([CH:8]=[C:9]([Cl:11])[CH:10]=1)[C:5](Cl)=[O:6].[CH2:12]([NH:19][C:20]([C:22]1[S:26][C:25]([NH2:27])=[N:24][C:23]=1[CH3:28])=[O:21])[C:13]1[CH:18]=[CH:17][CH:16]=[CH:15][CH:14]=1. No catalyst specified. The product is [CH2:12]([NH:19][C:20]([C:22]1[S:26][C:25]([NH:27][C:5](=[O:6])[C:4]2[CH:3]=[C:2]([Cl:1])[CH:10]=[C:9]([Cl:11])[CH:8]=2)=[N:24][C:23]=1[CH3:28])=[O:21])[C:13]1[CH:18]=[CH:17][CH:16]=[CH:15][CH:14]=1. The yield is 0.340.